This data is from Full USPTO retrosynthesis dataset with 1.9M reactions from patents (1976-2016). The task is: Predict the reactants needed to synthesize the given product. (1) Given the product [CH3:10][N:11]([C:12]1[CH:17]=[CH:16][CH:15]=[CH:14][CH:13]=1)[C:4]([C:1]1([C:7]([OH:9])=[O:8])[CH2:3][CH2:2]1)=[O:5], predict the reactants needed to synthesize it. The reactants are: [C:1]1([C:7]([OH:9])=[O:8])([C:4](O)=[O:5])[CH2:3][CH2:2]1.[CH3:10][NH:11][C:12]1[CH:17]=[CH:16][CH:15]=[CH:14][CH:13]=1. (2) Given the product [ClH:20].[NH2:28][C@@H:24]1[CH2:25][CH2:26][CH2:27][N:22]([C:3]2[C:2]([Br:1])=[CH:7][N:6]=[C:5]3[NH:8][CH:9]=[C:10]([NH:11][C:12](=[O:21])[C:13]4[CH:18]=[CH:17][C:16]([F:19])=[C:15]([Cl:20])[CH:14]=4)[C:4]=23)[CH2:23]1, predict the reactants needed to synthesize it. The reactants are: [Br:1][C:2]1[C:3]([N:22]2[CH2:27][CH2:26][CH2:25][C@@H:24]([NH:28]C(=O)OC(C)(C)C)[CH2:23]2)=[C:4]2[C:10]([NH:11][C:12](=[O:21])[C:13]3[CH:18]=[CH:17][C:16]([F:19])=[C:15]([Cl:20])[CH:14]=3)=[CH:9][NH:8][C:5]2=[N:6][CH:7]=1.C(O)(C(F)(F)F)=O. (3) Given the product [Br:1][C:2]1[CH:7]=[C:6]([O:8][CH2:9][CH3:10])[C:5]([Cl:14])=[N:4][CH:3]=1, predict the reactants needed to synthesize it. The reactants are: [Br:1][C:2]1[CH:3]=[N+:4]([O-])[CH:5]=[C:6]([O:8][CH2:9][CH3:10])[CH:7]=1.O=P(Cl)(Cl)[Cl:14]. (4) Given the product [Br:1][C:2]1[O:3][C:4]2[CH:10]=[CH:9][C:8]([CH2:11][C:12]([O:14][CH2:15][C:16]3[CH:21]=[CH:20][CH:19]=[CH:18][CH:17]=3)=[O:13])=[CH:7][C:5]=2[CH:6]=1, predict the reactants needed to synthesize it. The reactants are: [Br:1][C:2]1[O:3][C:4]2[CH:10]=[CH:9][C:8]([CH2:11][C:12]([OH:14])=[O:13])=[CH:7][C:5]=2[CH:6]=1.[CH2:15](Br)[C:16]1[CH:21]=[CH:20][CH:19]=[CH:18][CH:17]=1.C([O-])([O-])=O.[K+].[K+].